Dataset: Catalyst prediction with 721,799 reactions and 888 catalyst types from USPTO. Task: Predict which catalyst facilitates the given reaction. (1) Reactant: [C:1]([O:15]CC1C=CC=CC=1)(=[O:14])[CH2:2][O:3][CH2:4][CH2:5][O:6][CH2:7][CH2:8][O:9][CH2:10][CH2:11][O:12][CH3:13]. Product: [C:1]([OH:15])(=[O:14])[CH2:2][O:3][CH2:4][CH2:5][O:6][CH2:7][CH2:8][O:9][CH2:10][CH2:11][O:12][CH3:13]. The catalyst class is: 19. (2) Product: [CH2:7]([O:26][C:19]1[CH:20]=[C:21]([CH:24]=[CH:25][C:18]=1[O:17][CH:16]([F:15])[F:27])[CH:22]=[O:23])[C:8]1[CH:13]=[CH:12][CH:11]=[CH:10][CH:9]=1. The catalyst class is: 10. Reactant: C(=O)([O-])[O-].[K+].[K+].[CH2:7](Br)[C:8]1[CH:13]=[CH:12][CH:11]=[CH:10][CH:9]=1.[F:15][CH:16]([F:27])[O:17][C:18]1[CH:25]=[CH:24][C:21]([CH:22]=[O:23])=[CH:20][C:19]=1[OH:26]. (3) Reactant: [NH2:1][C:2]1[NH:6][N:5]=[C:4]([CH3:7])[C:3]=1[C:8]#[N:9].CN(C)[CH:12]=[CH:13][C:14]([C:16]1[CH:17]=[CH:18][C:19]([Cl:27])=[C:20]([N:22]([CH3:26])[C:23](=[O:25])[CH3:24])[CH:21]=1)=O.C(OCC)(=O)C. Product: [Cl:27][C:19]1[CH:18]=[CH:17][C:16]([C:14]2[N:6]3[N:5]=[C:4]([CH3:7])[C:3]([C:8]#[N:9])=[C:2]3[N:1]=[CH:12][CH:13]=2)=[CH:21][C:20]=1[N:22]([CH3:26])[C:23](=[O:25])[CH3:24]. The catalyst class is: 15. (4) Reactant: [Cl-].O[NH3+:3].[C:4](=[O:7])([O-])[OH:5].[Na+].CS(C)=O.[CH2:13]([C:17]1[N:18]=[C:19]([CH3:46])[N:20]([C:39]2[CH:44]=[CH:43][CH:42]=[C:41]([CH3:45])[CH:40]=2)[C:21](=[O:38])[C:22]=1[CH2:23][C:24]1[CH:29]=[CH:28][C:27]([C:30]2[C:31]([C:36]#[N:37])=[CH:32][CH:33]=[CH:34][CH:35]=2)=[CH:26][CH:25]=1)[CH2:14][CH2:15][CH3:16]. Product: [CH2:13]([C:17]1[N:18]=[C:19]([CH3:46])[N:20]([C:39]2[CH:44]=[CH:43][CH:42]=[C:41]([CH3:45])[CH:40]=2)[C:21](=[O:38])[C:22]=1[CH2:23][C:24]1[CH:25]=[CH:26][C:27]([C:30]2[CH:35]=[CH:34][CH:33]=[CH:32][C:31]=2[C:36]2[NH:3][C:4](=[O:7])[O:5][N:37]=2)=[CH:28][CH:29]=1)[CH2:14][CH2:15][CH3:16]. The catalyst class is: 69. (5) Reactant: [CH:1]1([C:4](Cl)=[O:5])[CH2:3][CH2:2]1.Cl.Cl.[Cl:9][C:10]1[CH:11]=[C:12]([CH:32]=[CH:33][C:34]=1[Cl:35])[CH2:13][N:14]1[CH2:19][CH2:18][O:17][C@@H:16]([CH2:20][NH:21][C:22]([NH:24][CH2:25][CH:26]2[CH2:31][CH2:30][NH:29][CH2:28][CH2:27]2)=[O:23])[CH2:15]1.C(N(CC)C(C)C)(C)C. Product: [CH:1]1([C:4]([N:29]2[CH2:30][CH2:31][CH:26]([CH2:25][NH:24][C:22]([NH:21][CH2:20][C@@H:16]3[O:17][CH2:18][CH2:19][N:14]([CH2:13][C:12]4[CH:32]=[CH:33][C:34]([Cl:35])=[C:10]([Cl:9])[CH:11]=4)[CH2:15]3)=[O:23])[CH2:27][CH2:28]2)=[O:5])[CH2:3][CH2:2]1. The catalyst class is: 4. (6) Reactant: FC(F)(F)C(O)=O.[Br:8][C:9]1[CH:14]=[CH:13][C:12]([O:15][Si:16]([C:29]([CH3:32])([CH3:31])[CH3:30])([C:23]2[CH:28]=[CH:27][CH:26]=[CH:25][CH:24]=2)[C:17]2[CH:22]=[CH:21][CH:20]=[CH:19][CH:18]=2)=[CH:11][C:10]=1[NH:33][CH2:34][CH2:35][NH:36]C(OC(C)(C)C)=O. Product: [Br:8][C:9]1[CH:14]=[CH:13][C:12]([O:15][Si:16]([C:29]([CH3:31])([CH3:32])[CH3:30])([C:23]2[CH:24]=[CH:25][CH:26]=[CH:27][CH:28]=2)[C:17]2[CH:18]=[CH:19][CH:20]=[CH:21][CH:22]=2)=[CH:11][C:10]=1[NH:33][CH2:34][CH2:35][NH2:36]. The catalyst class is: 2. (7) Reactant: [F:1][CH:2]([F:26])[O:3][C:4]1[C:5]([O:22]COC)=[C:6]([C:12]2[CH:13]=[C:14]3[C:18](=[CH:19][CH:20]=2)[C:17](=[O:21])[O:16][CH2:15]3)[CH:7]=[CH:8][C:9]=1[O:10][CH3:11].Cl. Product: [F:26][CH:2]([F:1])[O:3][C:4]1[C:5]([OH:22])=[C:6]([C:12]2[CH:13]=[C:14]3[C:18](=[CH:19][CH:20]=2)[C:17](=[O:21])[O:16][CH2:15]3)[CH:7]=[CH:8][C:9]=1[O:10][CH3:11]. The catalyst class is: 5. (8) Reactant: C([NH:5][S:6]([C:9]1[CH:14]=[CH:13][CH:12]=[C:11]([C:15]2[CH:20]=[C:19]([C:21]3[N:26]=[C:25]([C:27]([F:30])([F:29])[F:28])[CH:24]=[C:23]([C:31]4[CH:36]=[CH:35][C:34]([C:37]([F:40])([F:39])[F:38])=[CH:33][CH:32]=4)[N:22]=3)[CH:18]=[CH:17][N:16]=2)[CH:10]=1)(=[O:8])=[O:7])(C)(C)C.C(O)(C(F)(F)F)=O. Product: [F:30][C:27]([F:28])([F:29])[C:25]1[CH:24]=[C:23]([C:31]2[CH:32]=[CH:33][C:34]([C:37]([F:40])([F:39])[F:38])=[CH:35][CH:36]=2)[N:22]=[C:21]([C:19]2[CH:18]=[CH:17][N:16]=[C:15]([C:11]3[CH:10]=[C:9]([S:6]([NH2:5])(=[O:8])=[O:7])[CH:14]=[CH:13][CH:12]=3)[CH:20]=2)[N:26]=1. The catalyst class is: 4.